From a dataset of Forward reaction prediction with 1.9M reactions from USPTO patents (1976-2016). Predict the product of the given reaction. (1) Given the reactants [C:1]([C:3]1[CH:4]=[C:5]([NH:9][C:10](=[O:33])[NH:11][C:12]2[CH:17]=[CH:16][C:15]([S:18]([NH:21][CH2:22][C:23]3[CH:28]=[CH:27][C:26]([S:29](=[O:32])(=[O:31])[NH2:30])=[CH:25][CH:24]=3)(=[O:20])=[O:19])=[CH:14][CH:13]=2)[CH:6]=[CH:7][CH:8]=1)#[N:2].[N:34]1[CH:39]=[CH:38][C:37]([CH2:40][N:41]2[CH2:46][CH2:45][NH:44][CH2:43][CH2:42]2)=[CH:36][CH:35]=1, predict the reaction product. The product is: [NH:2]=[C:1]([N:44]1[CH2:45][CH2:46][N:41]([CH2:40][C:37]2[CH:36]=[CH:35][N:34]=[CH:39][CH:38]=2)[CH2:42][CH2:43]1)[C:3]1[CH:4]=[C:5]([NH:9][C:10](=[O:33])[NH:11][C:12]2[CH:17]=[CH:16][C:15]([S:18]([NH:21][CH2:22][C:23]3[CH:28]=[CH:27][C:26]([S:29](=[O:32])(=[O:31])[NH2:30])=[CH:25][CH:24]=3)(=[O:20])=[O:19])=[CH:14][CH:13]=2)[CH:6]=[CH:7][CH:8]=1. (2) Given the reactants C([C:3]1[CH:4]=[C:5]([CH:15]=[CH:16][C:17]=1[B:18]1[O:22]C(C)(C)[C:20]([CH3:26])(C)[O:19]1)[O:6][C:7]1[CH:14]=[CH:13][C:10]([C:11]#[N:12])=[CH:9][N:8]=1)=O.C[Mg+].[Br-].Cl.C([O-])(O)=O.[Na+], predict the reaction product. The product is: [OH:22][B:18]1[C:17]2[CH:3]=[CH:4][C:5]([O:6][C:7]3[CH:14]=[CH:13][C:10]([C:11]#[N:12])=[CH:9][N:8]=3)=[CH:15][C:16]=2[CH:20]([CH3:26])[O:19]1. (3) The product is: [Cl:1][C:2]1[CH:10]=[CH:9][CH:8]=[C:7]2[C:3]=1[C:4]([C:43]([C:40]1[CH:41]=[CH:42][C:35]3[O:34][CH:38]=[CH:37][C:36]=3[CH:39]=1)=[O:44])=[CH:5][N:6]2[C@@H:11]1[O:28][C@H:27]([CH2:29][O:30][C:31](=[O:33])[CH3:32])[C@@H:22]([O:23][C:24](=[O:26])[CH3:25])[C@H:17]([O:18][C:19](=[O:21])[CH3:20])[C@H:12]1[O:13][C:14](=[O:16])[CH3:15]. Given the reactants [Cl:1][C:2]1[CH:10]=[CH:9][CH:8]=[C:7]2[C:3]=1[CH:4]=[CH:5][N:6]2[C@@H:11]1[O:28][C@H:27]([CH2:29][O:30][C:31](=[O:33])[CH3:32])[C@@H:22]([O:23][C:24](=[O:26])[CH3:25])[C@H:17]([O:18][C:19](=[O:21])[CH3:20])[C@H:12]1[O:13][C:14](=[O:16])[CH3:15].[O:34]1[CH:38]=[CH:37][C:36]2[CH:39]=[C:40]([C:43](Cl)=[O:44])[CH:41]=[CH:42][C:35]1=2, predict the reaction product. (4) Given the reactants [F:1][C:2]1[CH:7]=[CH:6][C:5]([C:8]2([C:29]3[CH:34]=[CH:33][C:32]([F:35])=[CH:31][CH:30]=3)[CH2:12][CH2:11][N:10]([CH2:13][CH2:14][N:15]3[CH2:20][CH2:19][N:18](C(OC(C)(C)C)=O)[CH2:17][CH2:16]3)[C:9]2=[O:28])=[CH:4][CH:3]=1.FC(F)(F)C(O)=O.C(N(CC)CC)C, predict the reaction product. The product is: [F:35][C:32]1[CH:33]=[CH:34][C:29]([C:8]2([C:5]3[CH:4]=[CH:3][C:2]([F:1])=[CH:7][CH:6]=3)[CH2:12][CH2:11][N:10]([CH2:13][CH2:14][N:15]3[CH2:20][CH2:19][NH:18][CH2:17][CH2:16]3)[C:9]2=[O:28])=[CH:30][CH:31]=1.